Task: Predict the reactants needed to synthesize the given product.. Dataset: Full USPTO retrosynthesis dataset with 1.9M reactions from patents (1976-2016) (1) Given the product [CH:15]1([CH2:14][CH:13]([C:20]2[CH:25]=[CH:24][C:23]([Cl:26])=[C:22]([Cl:27])[CH:21]=2)[C:12]([NH:11][C:9]2[S:10][C:6]([C:4]([OH:5])=[O:3])=[CH:7][N:8]=2)=[O:28])[CH2:19][CH2:18][CH2:17][CH2:16]1, predict the reactants needed to synthesize it. The reactants are: C([O:3][C:4]([C:6]1[S:10][C:9]([NH:11][C:12](=[O:28])[CH:13]([C:20]2[CH:25]=[CH:24][C:23]([Cl:26])=[C:22]([Cl:27])[CH:21]=2)[CH2:14][CH:15]2[CH2:19][CH2:18][CH2:17][CH2:16]2)=[N:8][CH:7]=1)=[O:5])C.[OH-].[Na+]. (2) The reactants are: [CH:1]1[C:13]2[CH:12]([CH2:14][O:15][C:16](=[O:38])[NH:17][C@@H:18]([O:33][C:34]([CH3:37])([CH3:36])[CH3:35])[C:19](=O)[O:20]N3C(=O)C4C=CC=CC=4N=N3)[C:11]3[C:6](=[CH:7][CH:8]=[CH:9][CH:10]=3)[C:5]=2[CH:4]=[CH:3][CH:2]=1.[CH3:39][NH:40][CH2:41][CH2:42][CH:43]([CH3:45])[CH3:44]. Given the product [CH:1]1[C:13]2[CH:12]([CH2:14][O:15][C:16](=[O:38])[NH:17][C@@H:18]([O:33][C:34]([CH3:35])([CH3:37])[CH3:36])[C:19]([N:40]([CH3:39])[CH2:41][CH2:42][CH:43]([CH3:45])[CH3:44])=[O:20])[C:11]3[C:6](=[CH:7][CH:8]=[CH:9][CH:10]=3)[C:5]=2[CH:4]=[CH:3][CH:2]=1, predict the reactants needed to synthesize it. (3) Given the product [Cl:7][CH2:8][CH2:9][CH2:10][NH:11][S:1]([Cl:5])(=[O:3])=[O:2], predict the reactants needed to synthesize it. The reactants are: [S:1]([Cl:5])(Cl)(=[O:3])=[O:2].Cl.[Cl:7][CH2:8][CH2:9][CH2:10][NH2:11]. (4) Given the product [ClH:25].[ClH:25].[CH3:24][N:2]([CH3:1])[CH2:3][CH2:4][CH2:5][N:6]1[CH2:11][CH2:10][S:9][C:8]2[CH:12]=[C:13]([NH:16][C:17]([C:19]3[S:20][CH:21]=[CH:22][CH:23]=3)=[NH:18])[CH:14]=[CH:15][C:7]1=2, predict the reactants needed to synthesize it. The reactants are: [CH3:1][N:2]([CH3:24])[CH2:3][CH2:4][CH2:5][N:6]1[CH2:11][CH2:10][S:9][C:8]2[CH:12]=[C:13]([NH:16][C:17]([C:19]3[S:20][CH:21]=[CH:22][CH:23]=3)=[NH:18])[CH:14]=[CH:15][C:7]1=2.[ClH:25]. (5) Given the product [CH:1]12[CH2:10][CH:5]3[CH2:6][CH:7]([CH2:9][CH:3]([CH2:4]3)[CH:2]1[N:11]1[CH:14]([C:15]3[C:20]4[O:21][CH2:22][CH2:23][CH2:24][CH2:25][C:19]=4[CH:18]=[CH:17][CH:16]=3)[C:13]([CH3:26])([CH3:27])[C:12]1=[O:28])[CH2:8]2, predict the reactants needed to synthesize it. The reactants are: [CH:1]12[CH2:10][CH:5]3[CH2:6][CH:7]([CH2:9][CH:3]([CH2:4]3)[CH:2]1[N:11]1[CH:14]([C:15]3[C:20]4[O:21][CH2:22][CH:23]=[CH:24][CH2:25][C:19]=4[CH:18]=[CH:17][CH:16]=3)[C:13]([CH3:27])([CH3:26])[C:12]1=[O:28])[CH2:8]2. (6) Given the product [F:1][C:2]([F:41])([F:40])[C:3]1[CH:4]=[C:5]([C@H:13]2[O:17][C:16](=[O:18])[N:15]([CH2:19][C:20]3[CH:25]=[C:24]([CH:42]4[CH2:44][CH2:43]4)[CH:23]=[CH:22][C:21]=3[C:27]3[CH:32]=[C:31]([CH:33]([CH3:35])[CH3:34])[C:30]([F:36])=[CH:29][C:28]=3[O:37][CH3:38])[C@H:14]2[CH3:39])[CH:6]=[C:7]([C:9]([F:12])([F:11])[F:10])[CH:8]=1, predict the reactants needed to synthesize it. The reactants are: [F:1][C:2]([F:41])([F:40])[C:3]1[CH:4]=[C:5]([C@H:13]2[O:17][C:16](=[O:18])[N:15]([CH2:19][C:20]3[CH:25]=[C:24](Br)[CH:23]=[CH:22][C:21]=3[C:27]3[CH:32]=[C:31]([CH:33]([CH3:35])[CH3:34])[C:30]([F:36])=[CH:29][C:28]=3[O:37][CH3:38])[C@H:14]2[CH3:39])[CH:6]=[C:7]([C:9]([F:12])([F:11])[F:10])[CH:8]=1.[CH:42]1(B(O)O)[CH2:44][CH2:43]1.[OH-].[K+].O. (7) Given the product [CH3:41][CH:40]([NH:43][C:32]([NH:19][C:18]1[CH:17]=[CH:16][C:15]([C:12]2[N:11]=[C:10]([N:22]3[CH2:27][CH2:26][O:25][CH2:24][CH2:23]3)[C:9]3[C:14](=[C:5]4[CH:4]=[CH:3][N:2]([CH3:1])[C:6]4=[CH:7][CH:8]=3)[N:13]=2)=[CH:21][CH:20]=1)=[O:38])[CH3:42], predict the reactants needed to synthesize it. The reactants are: [CH3:1][N:2]1[C:6]2=[CH:7][CH:8]=[C:9]3[C:14]([N:13]=[C:12]([C:15]4[CH:21]=[CH:20][C:18]([NH2:19])=[CH:17][CH:16]=4)[N:11]=[C:10]3[N:22]3[CH2:27][CH2:26][O:25][CH2:24][CH2:23]3)=[C:5]2[CH:4]=[CH:3]1.ClC(Cl)(O[C:32](=[O:38])OC(Cl)(Cl)Cl)Cl.[CH:40]([NH2:43])([CH3:42])[CH3:41].